This data is from Reaction yield outcomes from USPTO patents with 853,638 reactions. The task is: Predict the reaction yield, written as a fraction of the theoretical maximum amount of product (1.0 means a 100% yield; for example, 0.34 means a 34% yield). (1) The reactants are [CH2:1]([C:7]1[CH:12]=[CH:11][C:10]([C:13]2[N:17]([CH3:18])[N:16]=[C:15]([C:19](=[N:21][NH:22][C:23]([C:25]3[CH:34]=[CH:33][C:28]([C:29]([O:31]C)=[O:30])=[CH:27][CH:26]=3)=[O:24])[CH3:20])[C:14]=2[OH:35])=[CH:9][CH:8]=1)[CH2:2][CH2:3][CH2:4][CH2:5][CH3:6].CO.[OH-].[Na+].Cl. The catalyst is O. The product is [CH2:1]([C:7]1[CH:8]=[CH:9][C:10]([C:13]2[N:17]([CH3:18])[N:16]=[C:15]([C:19](=[N:21][NH:22][C:23]([C:25]3[CH:34]=[CH:33][C:28]([C:29]([OH:31])=[O:30])=[CH:27][CH:26]=3)=[O:24])[CH3:20])[C:14]=2[OH:35])=[CH:11][CH:12]=1)[CH2:2][CH2:3][CH2:4][CH2:5][CH3:6]. The yield is 0.400. (2) The reactants are [CH:1]1([CH2:6][CH:7]([N:11]2[C:19]3[C:14](=[CH:15][C:16]([CH3:20])=[CH:17][CH:18]=3)[C:13](=[O:21])[C:12]2=[O:22])[C:8](O)=[O:9])[CH2:5][CH2:4][CH2:3][CH2:2]1.[N:23]1[CH:28]=[CH:27][CH:26]=[CH:25][C:24]=1[NH2:29].C(N(CC)C(C)C)(C)C.F[P-](F)(F)(F)(F)F.N1(O[P+](N(C)C)(N(C)C)N(C)C)C2C=CC=CC=2N=N1. The catalyst is CN(C)C=O.C(OCC)(=O)C. The product is [CH:1]1([CH2:6][CH:7]([N:11]2[C:19]3[C:14](=[CH:15][C:16]([CH3:20])=[CH:17][CH:18]=3)[C:13](=[O:21])[C:12]2=[O:22])[C:8]([NH:29][C:24]2[CH:25]=[CH:26][CH:27]=[CH:28][N:23]=2)=[O:9])[CH2:2][CH2:3][CH2:4][CH2:5]1. The yield is 0.0900.